Dataset: Reaction yield outcomes from USPTO patents with 853,638 reactions. Task: Predict the reaction yield, written as a fraction of the theoretical maximum amount of product (1.0 means a 100% yield; for example, 0.34 means a 34% yield). (1) The reactants are [CH:1]([C:4]1[C:5]([O:31]COC)=[CH:6][C:7]([O:27]COC)=[C:8]([C:10]2[N:14]([C:15]3[CH:20]=[CH:19][C:18]([O:21][CH3:22])=[CH:17][CH:16]=3)[C:13](S(C)(=O)=O)=[N:12][N:11]=2)[CH:9]=1)([CH3:3])[CH3:2].[OH-:35].[Na+].[Cl-].[NH4+]. The catalyst is CS(C)=O. The product is [OH:27][C:7]1[CH:6]=[C:5]([OH:31])[C:4]([CH:1]([CH3:2])[CH3:3])=[CH:9][C:8]=1[C:10]1[N:14]([C:15]2[CH:16]=[CH:17][C:18]([O:21][CH3:22])=[CH:19][CH:20]=2)[C:13](=[O:35])[NH:12][N:11]=1. The yield is 0.930. (2) The reactants are [CH3:1][S:2][C:3]1[CH:8]=[CH:7][N:6]=[C:5]([C:9](=[O:11])[CH3:10])[CH:4]=1.[C:12](OCC)(=[O:18])[C:13]([O:15][CH2:16][CH3:17])=[O:14]. No catalyst specified. The product is [CH2:16]([O:15][C:13](=[O:14])[C:12](=[O:18])[CH2:10][C:9]([C:5]1[CH:4]=[C:3]([S:2][CH3:1])[CH:8]=[CH:7][N:6]=1)=[O:11])[CH3:17]. The yield is 0.580. (3) The reactants are C([NH:8][C:9]1[C:10]([CH3:23])=[C:11]([CH3:22])[C:12]2[O:16][C:15]([CH3:18])([CH3:17])[C:14](=[O:19])[C:13]=2[C:20]=1[CH3:21])C1C=CC=CC=1. The catalyst is C(OCC)(=O)C.CCCCCC. The product is [NH2:8][C:9]1[C:10]([CH3:23])=[C:11]([CH3:22])[C:12]2[O:16][C:15]([CH3:17])([CH3:18])[C:14](=[O:19])[C:13]=2[C:20]=1[CH3:21]. The yield is 0.880. (4) The reactants are [Br:1]Br.[CH2:3]([C:7]1[CH:12]=[CH:11][C:10]([C:13](=[O:15])[CH3:14])=[CH:9][CH:8]=1)[CH:4]([CH3:6])[CH3:5].C1(C)C=CC=CC=1. The catalyst is C(O)C. The product is [Br:1][CH2:14][C:13]([C:10]1[CH:9]=[CH:8][C:7]([CH2:3][CH:4]([CH3:6])[CH3:5])=[CH:12][CH:11]=1)=[O:15]. The yield is 0.570. (5) The reactants are Br[C:2]1[CH:3]=[CH:4][C:5]([Cl:17])=[C:6]([CH:16]=1)[CH2:7][O:8][Si:9]([C:12]([CH3:15])([CH3:14])[CH3:13])([CH3:11])[CH3:10].C([O-])([O-])=O.[K+].[K+].O.[CH3:25][C:26]1(C)C(C)(C)OB(C=C)O1. The catalyst is C(COC)OC.CCOCC.C1C=CC([P]([Pd]([P](C2C=CC=CC=2)(C2C=CC=CC=2)C2C=CC=CC=2)([P](C2C=CC=CC=2)(C2C=CC=CC=2)C2C=CC=CC=2)[P](C2C=CC=CC=2)(C2C=CC=CC=2)C2C=CC=CC=2)(C2C=CC=CC=2)C2C=CC=CC=2)=CC=1. The product is [C:12]([Si:9]([O:8][CH2:7][C:6]1[CH:16]=[C:2]([CH:25]=[CH2:26])[CH:3]=[CH:4][C:5]=1[Cl:17])([CH3:11])[CH3:10])([CH3:15])([CH3:14])[CH3:13]. The yield is 0.980.